From a dataset of Forward reaction prediction with 1.9M reactions from USPTO patents (1976-2016). Predict the product of the given reaction. Given the reactants [ClH:1].Cl.C([CH:5]1[CH2:33][CH2:32][CH2:31][C:6]1([C:34]([OH:36])=[O:35])[N:7]([S:13]([C:16]1[CH:25]=[C:24]2[C:19]([C:20]([Br:30])=[CH:21][N:22]=[C:23]2[NH:26][C:27]([NH2:29])=[NH:28])=[CH:18][CH:17]=1)(=[O:15])=[O:14])[CH2:8][CH2:9][N:10]([CH3:12])[CH3:11])C.[OH-].[Na+].Cl, predict the reaction product. The product is: [ClH:1].[ClH:1].[Br:30][C:20]1[C:19]2[C:24](=[CH:25][C:16]([S:13]([N:7]([CH2:8][CH2:9][N:10]([CH3:12])[CH3:11])[C:6]3([C:34]([OH:36])=[O:35])[CH2:31][CH2:32][CH2:33][CH2:5]3)(=[O:14])=[O:15])=[CH:17][CH:18]=2)[C:23]([NH:26][C:27]([NH2:29])=[NH:28])=[N:22][CH:21]=1.